The task is: Predict which catalyst facilitates the given reaction.. This data is from Catalyst prediction with 721,799 reactions and 888 catalyst types from USPTO. (1) Reactant: [C:1](O)(=[O:3])[CH3:2].[CH3:5][C:6]1[CH:7]=[C:8]([C:23]2[S:27][C:26]([C:28]3([OH:34])[CH2:33][CH2:32][NH:31][CH2:30][CH2:29]3)=[N:25][CH:24]=2)[CH:9]=[C:10]([NH:12][C:13]2[N:18]=[C:17]([C:19]([F:22])([F:21])[F:20])[CH:16]=[CH:15][N:14]=2)[CH:11]=1.OC1C2N=NNC=2C=CC=1. Product: [OH:34][C:28]1([C:26]2[S:27][C:23]([C:8]3[CH:9]=[C:10]([NH:12][C:13]4[N:18]=[C:17]([C:19]([F:21])([F:22])[F:20])[CH:16]=[CH:15][N:14]=4)[CH:11]=[C:6]([CH3:5])[CH:7]=3)=[CH:24][N:25]=2)[CH2:29][CH2:30][N:31]([C:1](=[O:3])[CH3:2])[CH2:32][CH2:33]1. The catalyst class is: 9. (2) Reactant: [CH2:1]([N:8]1[C:13](=[O:14])[C:12]([CH3:15])=[C:11]2[S:16][C:17]([C:19]([OH:21])=O)=[CH:18][N:10]2[C:9]1=[O:22])[C:2]1[CH:7]=[CH:6][CH:5]=[CH:4][CH:3]=1.[CH2:23]([NH2:29])[CH:24]1[O:28][CH2:27][CH2:26][CH2:25]1.O.ON1C2C=CC=CC=2N=N1.Cl.CN(C)CCCN=C=NCC. Product: [O:28]1[CH2:27][CH2:26][CH2:25][CH:24]1[CH2:23][NH:29][C:19]([C:17]1[S:16][C:11]2[N:10]([C:9](=[O:22])[N:8]([CH2:1][C:2]3[CH:3]=[CH:4][CH:5]=[CH:6][CH:7]=3)[C:13](=[O:14])[C:12]=2[CH3:15])[CH:18]=1)=[O:21]. The catalyst class is: 9. (3) Reactant: [H-].[Na+].[F:3][C:4]([F:10])([F:9])[C:5](OC)=[O:6].[CH3:11][C:12]#[N:13]. Product: [F:3][C:4]([F:10])([F:9])[C:5](=[O:6])[CH2:11][C:12]#[N:13]. The catalyst class is: 1. (4) Reactant: C1C2C(COC([N:18]3[CH2:23][C@H:22]([NH:24][S:25]([C:28]4[CH:33]=[CH:32][C:31]([CH3:34])=[CH:30][CH:29]=4)(=[O:27])=[O:26])[CH2:21][C@H:20]([C:35]([OH:37])=O)[CH2:19]3)=O)C3C(=CC=CC=3)C=2C=CC=1.CN(C(ON1N=NC2C=CC(=CC1=2)Cl)=[N+](C)C)C.F[P-](F)(F)(F)(F)F.C(N(C(C)C)C(C)C)C.[CH3:72][O:73][CH2:74][CH2:75][CH2:76][CH2:77][O:78][C:79]1[CH:84]=[CH:83][CH:82]=[CH:81][C:80]=1[CH:85]([C:88]1[CH:93]=[CH:92][CH:91]=[CH:90][CH:89]=1)[CH2:86][NH2:87]. Product: [CH3:72][O:73][CH2:74][CH2:75][CH2:76][CH2:77][O:78][C:79]1[CH:84]=[CH:83][CH:82]=[CH:81][C:80]=1[CH:85]([C:88]1[CH:93]=[CH:92][CH:91]=[CH:90][CH:89]=1)[CH2:86][NH:87][C:35]([C@H:20]1[CH2:21][C@@H:22]([NH:24][S:25]([C:28]2[CH:33]=[CH:32][C:31]([CH3:34])=[CH:30][CH:29]=2)(=[O:26])=[O:27])[CH2:23][NH:18][CH2:19]1)=[O:37]. The catalyst class is: 759. (5) Reactant: [C:1]1([OH:7])[CH:6]=[CH:5][CH:4]=[CH:3][CH:2]=1.C([O-])([O-])=O.[K+].[K+].Br[CH2:15][C:16]1[CH:25]=[CH:24][C:19]([C:20]([O:22][CH3:23])=[O:21])=[CH:18][N:17]=1. Product: [O:7]([CH2:15][C:16]1[CH:25]=[CH:24][C:19]([C:20]([O:22][CH3:23])=[O:21])=[CH:18][N:17]=1)[C:1]1[CH:6]=[CH:5][CH:4]=[CH:3][CH:2]=1. The catalyst class is: 18. (6) Reactant: [F:1][C:2]([F:13])([F:12])[C:3]1[CH:4]=[C:5](B(O)O)[CH:6]=[CH:7][CH:8]=1.C(=O)([O-])[O-].[K+].[K+].[CH3:20][C:21]1[CH:26]=[CH:25][C:24]([S:27]([O:30][CH2:31][CH:32]2[CH2:36][C:35]3[C:37](C4C=CC=CC=4)=[CH:38][CH:39]=[CH:40][C:34]=3[O:33]2)(=[O:29])=[O:28])=[CH:23][CH:22]=1. Product: [CH3:20][C:21]1[CH:22]=[CH:23][C:24]([S:27]([O:30][CH2:31][CH:32]2[CH2:36][C:35]3[CH:37]=[CH:38][CH:39]=[C:40]([C:5]4[CH:6]=[CH:7][CH:8]=[C:3]([C:2]([F:13])([F:12])[F:1])[CH:4]=4)[C:34]=3[O:33]2)(=[O:28])=[O:29])=[CH:25][CH:26]=1. The catalyst class is: 608. (7) Reactant: [CH2:1]([C:3]1[CH:8]=[CH:7][C:6]([N+:9]([O-:11])=[O:10])=[CH:5][CH:4]=1)[CH3:2].FC(F)(F)S(O)(=O)=O.[Br:20]N1C(C)(C)C(=O)N(Br)C1=O.S(S([O-])=O)([O-])=O.[Na+].[Na+]. Product: [Br:20][C:4]1[CH:5]=[C:6]([N+:9]([O-:11])=[O:10])[CH:7]=[CH:8][C:3]=1[CH2:1][CH3:2]. The catalyst class is: 4.